From a dataset of Forward reaction prediction with 1.9M reactions from USPTO patents (1976-2016). Predict the product of the given reaction. (1) Given the reactants [CH3:1][C@@H:2]1[C@H:36]([OH:37])[C@@H:35]([CH3:38])[C@@H:34]([OH:39])[C@@H:33]([CH3:40])[C@H:32]([O:41][C:42]([CH3:44])=[O:43])[C@H:31]([CH3:45])[C@@H:30]([O:46][CH3:47])[CH:29]=[CH:28][O:27][C@:24]2([CH3:48])[C:25](=[O:26])[C:14]3[C:15]([O:23]2)=[C:16]([CH3:22])[C:17]([OH:21])=[C:18]2[C:19](=[O:20])[C:10](=[CH:11][C:12]4(OC(=O)CO4)[C:13]=32)[NH:9][C:7](=[O:8])[C:6]([CH3:54])=[CH:5][CH:4]=[CH:3]1.[NH2:55][C:56]1[CH:61]=[C:60]([CH3:62])[CH:59]=[CH:58][N:57]=1.O=C1O[C@H]([C@H](CO)O)C(O)=C1O.Cl, predict the reaction product. The product is: [CH3:62][C:60]1[CH:59]=[CH:58][N:57]2[C:11]3[C:10]4[NH:9][C:7](=[O:8])[C:6]([CH3:54])=[CH:5][CH:4]=[CH:3][C@H:2]([CH3:1])[C@H:36]([OH:37])[C@@H:35]([CH3:38])[C@@H:34]([OH:39])[C@@H:33]([CH3:40])[C@H:32]([O:41][C:42]([CH3:44])=[O:43])[C@H:31]([CH3:45])[C@@H:30]([O:46][CH3:47])[CH:29]=[CH:28][O:27][C@:24]5([CH3:48])[C:25](=[O:26])[C:14]6=[C:15]([O:23]5)[C:16]([CH3:22])=[C:17]([OH:21])[C:18](=[C:13]6[C:12]=3[N:55]=[C:56]2[CH:61]=1)[C:19]=4[OH:20]. (2) Given the reactants [CH2:1]([N:8]1[CH2:12][CH2:11][C@H:10]([NH:13][C:14]2[CH:19]=[CH:18][CH:17]=[C:16]([F:20])[CH:15]=2)[CH2:9]1)[C:2]1[CH:7]=[CH:6][CH:5]=[CH:4][CH:3]=1.Br[C:22]1[CH:27]=[CH:26][C:25]([C:28]([F:31])([F:30])[F:29])=[CH:24][CH:23]=1.CC(C)([O-])C.[Na+], predict the reaction product. The product is: [CH2:1]([N:8]1[CH2:12][CH2:11][C@H:10]([N:13]([C:14]2[CH:19]=[CH:18][CH:17]=[C:16]([F:20])[CH:15]=2)[C:22]2[CH:27]=[CH:26][C:25]([C:28]([F:31])([F:30])[F:29])=[CH:24][CH:23]=2)[CH2:9]1)[C:2]1[CH:3]=[CH:4][CH:5]=[CH:6][CH:7]=1.